From a dataset of TCR-epitope binding with 47,182 pairs between 192 epitopes and 23,139 TCRs. Binary Classification. Given a T-cell receptor sequence (or CDR3 region) and an epitope sequence, predict whether binding occurs between them. The epitope is KMKDLSPRW. The TCR CDR3 sequence is CASSQVSTSPWAGPVSGNTIYF. Result: 0 (the TCR does not bind to the epitope).